From a dataset of Full USPTO retrosynthesis dataset with 1.9M reactions from patents (1976-2016). Predict the reactants needed to synthesize the given product. (1) Given the product [F:53][CH:54]([F:100])[C:55]1[C:63]2[C:62]([F:65])([F:64])[CH2:61][CH2:60][C:59]([F:67])([F:66])[C:58]=2[N:57]([CH2:68][C:69]([NH:71][C@H:72]([C:82]2[C:87]([C:88]3[CH:89]=[C:90]4[C:94](=[CH:95][CH:96]=3)[CH2:93][NH:92][C:91]4=[O:97])=[CH:86][N:85]=[C:84]([C:2]#[C:3][C:11]3[CH:10]=[CH:9][CH:8]=[CH:7][CH:6]=3)[N:83]=2)[CH2:73][C:74]2[CH:79]=[C:78]([F:80])[CH:77]=[C:76]([F:81])[CH:75]=2)=[O:70])[N:56]=1, predict the reactants needed to synthesize it. The reactants are: F[CH:2](F)[C:3]1[C:11]2[C:10](F)(F)[CH2:9][CH2:8][C:7](F)(F)[C:6]=2N(CC(N[C@H](C2C(C3C=C4C(=CC=3)CNC4=O)=CN=C(C#CC(O)(C)C)N=2)CC2C=C(F)C=C(F)C=2)=O)N=1.[F:53][CH:54]([F:100])[C:55]1[C:63]2[C:62]([F:65])([F:64])[CH2:61][CH2:60][C:59]([F:67])([F:66])[C:58]=2[N:57]([CH2:68][C:69]([NH:71][C@H:72]([C:82]2[C:87]([C:88]3[CH:89]=[C:90]4[C:94](=[CH:95][CH:96]=3)[CH2:93][NH:92][C:91]4=[O:97])=[CH:86][N:85]=[C:84](SC)[N:83]=2)[CH2:73][C:74]2[CH:79]=[C:78]([F:80])[CH:77]=[C:76]([F:81])[CH:75]=2)=[O:70])[N:56]=1.C(C1C=CC=CC=1)#C. (2) Given the product [CH3:1][C:2]1[CH:3]=[C:4]([CH:14]=[CH:15][CH:16]=1)[O:5][C:6]1[CH:7]=[C:8]([CH2:9][NH:10][C:20](=[O:21])[C:19]2[CH:23]=[CH:24][C:25]([CH3:27])=[N:26][C:18]=2[NH2:17])[CH:11]=[CH:12][CH:13]=1, predict the reactants needed to synthesize it. The reactants are: [CH3:1][C:2]1[CH:3]=[C:4]([CH:14]=[CH:15][CH:16]=1)[O:5][C:6]1[CH:7]=[C:8]([CH:11]=[CH:12][CH:13]=1)[CH2:9][NH2:10].[NH2:17][C:18]1[N:26]=[C:25]([CH3:27])[CH:24]=[CH:23][C:19]=1[C:20](O)=[O:21].ON1C2C=CC=CC=2N=N1.CCN=C=NCCCN(C)C. (3) Given the product [OH:20][CH:16]1[CH2:17][CH2:18][CH2:19][N:14]([C:5]2[CH:6]=[C:7]3[N:12]([CH3:13])[CH:11]=[CH:10][C:8]3=[N:9][C:4]=2[C@@H:2]([NH:1][C:26](=[O:27])[O:25][C:22]([CH3:24])([CH3:23])[CH3:21])[CH3:3])[CH2:15]1, predict the reactants needed to synthesize it. The reactants are: [NH2:1][C@H:2]([C:4]1[N:9]=[C:8]2[CH:10]=[CH:11][N:12]([CH3:13])[C:7]2=[CH:6][C:5]=1[N:14]1[CH2:19][CH2:18][CH2:17][CH:16]([OH:20])[CH2:15]1)[CH3:3].[CH3:21][C:22]([O:25][C:26](O[C:26]([O:25][C:22]([CH3:24])([CH3:23])[CH3:21])=[O:27])=[O:27])([CH3:24])[CH3:23]. (4) Given the product [Cl:29][C:27]1[CH:26]=[CH:25][C:24]2[S:30][CH:2]([C:16]3[CH:21]=[CH:20][CH:19]=[CH:18][CH:17]=3)[C:3]([C:5]3[CH:6]=[CH:7][C:8]4[O:13][CH2:12][C:11](=[O:14])[NH:10][C:9]=4[CH:15]=3)=[N:22][C:23]=2[CH:28]=1, predict the reactants needed to synthesize it. The reactants are: Br[CH:2]([C:16]1[CH:21]=[CH:20][CH:19]=[CH:18][CH:17]=1)[C:3]([C:5]1[CH:6]=[CH:7][C:8]2[O:13][CH2:12][C:11](=[O:14])[NH:10][C:9]=2[CH:15]=1)=O.[NH2:22][C:23]1[CH:28]=[C:27]([Cl:29])[CH:26]=[CH:25][C:24]=1[SH:30]. (5) Given the product [CH2:1]([O:3][C:4](=[O:5])[C:6]1[CH:11]=[CH:10][C:9]([NH:12][C:13]2[S:14][CH:17]=[CH:18][N:15]=2)=[CH:8][CH:7]=1)[CH3:2], predict the reactants needed to synthesize it. The reactants are: [CH2:1]([O:3][C:4]([C:6]1[CH:11]=[CH:10][C:9]([NH:12][C:13]([NH2:15])=[S:14])=[CH:8][CH:7]=1)=[O:5])[CH3:2].Cl[CH2:17][CH:18]=O.